The task is: Predict the reactants needed to synthesize the given product.. This data is from Full USPTO retrosynthesis dataset with 1.9M reactions from patents (1976-2016). (1) Given the product [NH2:1][C:2]1[S:3][C:4]([C:17]2[CH:22]=[CH:21][CH:20]=[C:19]([F:23])[CH:18]=2)=[C:5]([C:7]([N:9]2[CH2:14][C@H:13]3[C@H:11]([CH2:12]3)[C@H:10]2[CH2:15][NH:16][C:34]([C:33]2[C:28]3[O:27][CH2:26][CH2:25][O:24][C:29]=3[CH:30]=[CH:31][CH:32]=2)=[O:35])=[O:8])[N:6]=1, predict the reactants needed to synthesize it. The reactants are: [NH2:1][C:2]1[S:3][C:4]([C:17]2[CH:22]=[CH:21][CH:20]=[C:19]([F:23])[CH:18]=2)=[C:5]([C:7]([N:9]2[CH2:14][C@H:13]3[C@H:11]([CH2:12]3)[C@H:10]2[CH2:15][NH2:16])=[O:8])[N:6]=1.[O:24]1[C:29]2[CH:30]=[CH:31][CH:32]=[C:33]([C:34](O)=[O:35])[C:28]=2[O:27][CH2:26][CH2:25]1. (2) The reactants are: [C:1]1(=[O:11])[NH:5][C:4](=[O:6])[C:3]2=[CH:7][CH:8]=[CH:9][CH:10]=[C:2]12.[K].Cl[CH2:14][C:15]([O:21][CH3:22])=[CH:16][C:17]([O:19][CH3:20])=[O:18].O. Given the product [O:6]=[C:4]1[C:3]2[C:2](=[CH:10][CH:9]=[CH:8][CH:7]=2)[C:1](=[O:11])[N:5]1[CH2:14]/[C:15](/[O:21][CH3:22])=[CH:16]/[C:17]([O:19][CH3:20])=[O:18], predict the reactants needed to synthesize it. (3) Given the product [CH2:12]([N:8]1[CH2:9][CH2:10][C:5]2([O:4][CH2:3][CH2:2][O:1]2)[CH2:6][CH2:7]1)[CH2:13][CH2:14][CH3:15], predict the reactants needed to synthesize it. The reactants are: [O:1]1[C:5]2([CH2:10][CH2:9][NH:8][CH2:7][CH2:6]2)[O:4][CH2:3][CH2:2]1.Br[CH2:12][CH2:13][CH2:14][CH3:15].C(=O)([O-])[O-].[K+].[K+].[OH-].[Na+]. (4) Given the product [F:1][C:2]1[CH:3]=[CH:4][C:5]([C:17]2[CH:18]=[N:19][C:20]([C:23]([F:26])([F:24])[F:25])=[CH:21][CH:22]=2)=[N:6][C:7]=1[CH2:8][NH:9][C@H:10]([CH:14]([CH3:15])[CH3:16])[CH:11]([OH:13])[CH3:12], predict the reactants needed to synthesize it. The reactants are: [F:1][C:2]1[CH:3]=[CH:4][C:5]([C:17]2[CH:18]=[N:19][C:20]([C:23]([F:26])([F:25])[F:24])=[CH:21][CH:22]=2)=[N:6][C:7]=1[CH:8]=[N:9][C@H:10]([CH:14]([CH3:16])[CH3:15])[CH:11]([OH:13])[CH3:12].[H][H]. (5) Given the product [CH2:6]([OH:5])[CH:7]([OH:11])[CH2:14][CH2:15][CH2:16][CH2:17][CH2:18][CH2:19][CH2:20][CH2:21][CH2:22][CH2:23][CH2:24][CH2:25][CH2:26][CH2:27][CH2:28][CH2:29][CH2:30][CH3:31], predict the reactants needed to synthesize it. The reactants are: C[N+]1([O-])[CH2:7][CH2:6][O:5]CC1.CC(C)=[O:11].O.[CH2:14]=[CH:15][CH2:16][CH2:17][CH2:18][CH2:19][CH2:20][CH2:21][CH2:22][CH2:23][CH2:24][CH2:25][CH2:26][CH2:27][CH2:28][CH2:29][CH2:30][CH2:31]CC.